From a dataset of Full USPTO retrosynthesis dataset with 1.9M reactions from patents (1976-2016). Predict the reactants needed to synthesize the given product. (1) Given the product [C:6]1([CH2:12][N:13]2[CH2:18][CH2:17][O:16][CH:15]([C:3]#[N:4])[CH2:14]2)[CH:11]=[CH:10][CH:9]=[CH:8][CH:7]=1, predict the reactants needed to synthesize it. The reactants are: ClC(=C)[C:3]#[N:4].[C:6]1([CH2:12][NH:13][CH2:14][CH2:15][OH:16])[CH:11]=[CH:10][CH:9]=[CH:8][CH:7]=1.[CH3:17][C:18](C)([O-])C.[K+]. (2) Given the product [CH3:22][N:3]1[CH2:4][CH2:5][CH:6]([S:9]([C:12]2[CH:21]=[CH:20][C:15]3[N:16]=[C:17]([NH2:19])[S:18][C:14]=3[CH:13]=2)(=[O:11])=[O:10])[CH2:7][CH2:8]1, predict the reactants needed to synthesize it. The reactants are: C=O.[NH:3]1[CH2:8][CH2:7][CH:6]([S:9]([C:12]2[CH:21]=[CH:20][C:15]3[N:16]=[C:17]([NH2:19])[S:18][C:14]=3[CH:13]=2)(=[O:11])=[O:10])[CH2:5][CH2:4]1.[C:22]([BH3-])#N.[Na+].C([O-])(O)=O.[Na+].